This data is from Full USPTO retrosynthesis dataset with 1.9M reactions from patents (1976-2016). The task is: Predict the reactants needed to synthesize the given product. (1) Given the product [F:1][C:2]1[CH:7]=[CH:6][C:5]([C@H:8]2[CH2:16][CH2:15][CH2:14][C@@H:13]3[N:9]2[C:10](=[O:17])[CH2:11][CH2:12]3)=[CH:4][CH:3]=1, predict the reactants needed to synthesize it. The reactants are: [F:1][C:2]1[CH:7]=[CH:6][C:5]([C@H:8]2[CH2:16][CH2:15][CH2:14][C@@H:13]3[N:9]2[C:10](=[O:17])[CH:11]=[CH:12]3)=[CH:4][CH:3]=1.[H][H]. (2) Given the product [C:10]([C:9]1[CH:8]=[C:7]([N:6]2[C:2]([NH:1][C:17](=[O:18])[O:19][CH2:20][C:21]([Cl:24])([Cl:23])[Cl:22])=[CH:3][C:4]([CH2:15][CH3:16])=[N:5]2)[CH:14]=[CH:13][CH:12]=1)#[N:11], predict the reactants needed to synthesize it. The reactants are: [NH2:1][C:2]1[N:6]([C:7]2[CH:8]=[C:9]([CH:12]=[CH:13][CH:14]=2)[C:10]#[N:11])[N:5]=[C:4]([CH2:15][CH3:16])[CH:3]=1.[C:17](Cl)([O:19][CH2:20][C:21]([Cl:24])([Cl:23])[Cl:22])=[O:18].[OH-].[Na+].C([O-])(O)=O.[Na+]. (3) The reactants are: [CH3:1][O:2][C:3]1[CH:11]=[CH:10][CH:9]=[C:8](CCCCCCCCCCCCCCC)[C:4]=1[C:5](Cl)=[O:6].[NH2:27][C:28]1[CH:35]=[CH:34][C:31]([C:32]#[N:33])=[C:30]([C:36]([F:39])([F:38])[F:37])[CH:29]=1.C(N(CC)CC)C. Given the product [C:32]([C:31]1[CH:34]=[CH:35][C:28]([NH:27][C:5](=[O:6])[C:4]2[CH:8]=[CH:9][CH:10]=[CH:11][C:3]=2[O:2][CH3:1])=[CH:29][C:30]=1[C:36]([F:37])([F:38])[F:39])#[N:33], predict the reactants needed to synthesize it.